This data is from Full USPTO retrosynthesis dataset with 1.9M reactions from patents (1976-2016). The task is: Predict the reactants needed to synthesize the given product. Given the product [CH3:9][O:8][C:7]1[C:2]([C:18]2[C:19]3[CH:26]=[C:25]([CH2:27][OH:28])[CH:24]=[CH:23][C:20]=3[S:21][CH:22]=2)=[N:3][CH:4]=[CH:5][CH:6]=1, predict the reactants needed to synthesize it. The reactants are: Br[C:2]1[C:7]([O:8][CH3:9])=[CH:6][CH:5]=[CH:4][N:3]=1.CC1(C)C(C)(C)OB([C:18]2[C:19]3[CH:26]=[C:25]([CH2:27][OH:28])[CH:24]=[CH:23][C:20]=3[S:21][CH:22]=2)O1.C([O-])([O-])=O.[Cs+].[Cs+].